From a dataset of Peptide-MHC class I binding affinity with 185,985 pairs from IEDB/IMGT. Regression. Given a peptide amino acid sequence and an MHC pseudo amino acid sequence, predict their binding affinity value. This is MHC class I binding data. (1) The peptide sequence is YTSLDVYGS. The MHC is HLA-A02:03 with pseudo-sequence HLA-A02:03. The binding affinity (normalized) is 0.0111. (2) The peptide sequence is VESSSKLWA. The binding affinity (normalized) is 0.484. The MHC is HLA-B45:01 with pseudo-sequence HLA-B45:01. (3) The peptide sequence is HLDELTTTL. The MHC is HLA-A02:01 with pseudo-sequence HLA-A02:01. The binding affinity (normalized) is 1.00. (4) The peptide sequence is KICLSGDGW. The MHC is Mamu-B17 with pseudo-sequence Mamu-B17. The binding affinity (normalized) is 0.351. (5) The peptide sequence is LLFFWLDRSV. The MHC is HLA-A02:01 with pseudo-sequence HLA-A02:01. The binding affinity (normalized) is 0.692.